This data is from CYP3A4 inhibition data for predicting drug metabolism from PubChem BioAssay. The task is: Regression/Classification. Given a drug SMILES string, predict its absorption, distribution, metabolism, or excretion properties. Task type varies by dataset: regression for continuous measurements (e.g., permeability, clearance, half-life) or binary classification for categorical outcomes (e.g., BBB penetration, CYP inhibition). Dataset: cyp3a4_veith. (1) The molecule is NC(N)=NC(N)=Nc1c(F)c(F)c(F)c(F)c1F. The result is 0 (non-inhibitor). (2) The drug is CCSc1nnc(NC(=O)COc2ccc3ccccc3c2)s1. The result is 0 (non-inhibitor).